This data is from Forward reaction prediction with 1.9M reactions from USPTO patents (1976-2016). The task is: Predict the product of the given reaction. Given the reactants S(O)(O)(=O)=O.[CH3:6][S:7][C:8](=[NH:10])[NH2:9].[CH3:11][C:12]1[CH:20]=[CH:19][C:15]([C:16](Cl)=[O:17])=[CH:14][CH:13]=1, predict the reaction product. The product is: [CH3:11][C:12]1[CH:20]=[CH:19][C:15]([C:16]([NH:10][C:8](=[NH:9])[S:7][CH3:6])=[O:17])=[CH:14][CH:13]=1.